From a dataset of Full USPTO retrosynthesis dataset with 1.9M reactions from patents (1976-2016). Predict the reactants needed to synthesize the given product. (1) Given the product [Br:1][C:2]1[N:7]=[C:6]([CH:8]=[CH:17][CH2:16][CH2:15][O:14][CH3:13])[C:5]([O:10][CH3:11])=[CH:4][CH:3]=1, predict the reactants needed to synthesize it. The reactants are: [Br:1][C:2]1[N:7]=[C:6]([CH:8]=O)[C:5]([O:10][CH3:11])=[CH:4][CH:3]=1.[I-].[CH3:13][O:14][CH2:15][CH2:16][CH2:17][P+](C1C=CC=CC=1)(C1C=CC=CC=1)C1C=CC=CC=1. (2) Given the product [Cl:24][C:7]1[CH:6]=[CH:5][C:4]2[N:3]=[C:2]([N:25]3[CH2:26][CH2:27][CH:28]([N:31]4[C:32](=[O:36])[NH:33][N:34]=[CH:35]4)[CH2:29][CH2:30]3)[CH:11]=[CH:10][C:9]=2[C:8]=1[C:12]([NH:14][CH2:15][CH2:16][C:17]1[CH:22]=[CH:21][CH:20]=[CH:19][C:18]=1[Cl:23])=[O:13], predict the reactants needed to synthesize it. The reactants are: Cl[C:2]1[CH:11]=[CH:10][C:9]2[C:8]([C:12]([NH:14][CH2:15][CH2:16][C:17]3[CH:22]=[CH:21][CH:20]=[CH:19][C:18]=3[Cl:23])=[O:13])=[C:7]([Cl:24])[CH:6]=[CH:5][C:4]=2[N:3]=1.[NH:25]1[CH2:30][CH2:29][CH:28]([N:31]2[CH:35]=[N:34][NH:33][C:32]2=[O:36])[CH2:27][CH2:26]1. (3) Given the product [CH:33]1([C:36]([N:1]2[CH2:2][CH2:3][CH:4]([NH:7][C:8]([C:10]3[C:14]4[N:15]=[CH:16][N:17]=[C:18]([C:19]5[C:27]6[O:26][CH2:25][O:24][C:23]=6[CH:22]=[CH:21][C:20]=5[O:28][CH2:29][CH2:30][O:31][CH3:32])[C:13]=4[NH:12][CH:11]=3)=[O:9])[CH2:5][CH2:6]2)=[O:37])[CH2:35][CH2:34]1, predict the reactants needed to synthesize it. The reactants are: [NH:1]1[CH2:6][CH2:5][CH:4]([NH:7][C:8]([C:10]2[C:14]3[N:15]=[CH:16][N:17]=[C:18]([C:19]4[C:27]5[O:26][CH2:25][O:24][C:23]=5[CH:22]=[CH:21][C:20]=4[O:28][CH2:29][CH2:30][O:31][CH3:32])[C:13]=3[NH:12][CH:11]=2)=[O:9])[CH2:3][CH2:2]1.[CH:33]1([C:36](Cl)=[O:37])[CH2:35][CH2:34]1. (4) The reactants are: Cl[C:2]1[N:9]=[C:8]([C:10]([F:13])([F:12])[F:11])[CH:7]=[CH:6][C:3]=1[C:4]#[N:5].[OH:14][CH:15]([CH2:27][CH3:28])[CH2:16][CH2:17][N:18]([CH3:26])[C:19](=[O:25])[O:20][C:21]([CH3:24])([CH3:23])[CH3:22].[H-].[Na+].O. Given the product [C:4]([C:3]1[C:2]([O:14][CH:15]([CH2:27][CH3:28])[CH2:16][CH2:17][N:18]([CH3:26])[C:19](=[O:25])[O:20][C:21]([CH3:23])([CH3:24])[CH3:22])=[N:9][C:8]([C:10]([F:13])([F:12])[F:11])=[CH:7][CH:6]=1)#[N:5], predict the reactants needed to synthesize it. (5) Given the product [CH2:3]([O:5][C:6](=[O:12])[CH2:7][NH:8][CH2:9][CH2:10][NH:11][S:25]([C:23]1[S:24][C:20]([C:17]2[CH:18]=[CH:19][C:14]([Cl:13])=[CH:15][C:16]=2[N+:29]([O-:31])=[O:30])=[N:21][N:22]=1)(=[O:27])=[O:26])[CH3:4], predict the reactants needed to synthesize it. The reactants are: Cl.Cl.[CH2:3]([O:5][C:6](=[O:12])[CH2:7][NH:8][CH2:9][CH2:10][NH2:11])[CH3:4].[Cl:13][C:14]1[CH:19]=[CH:18][C:17]([C:20]2[S:24][C:23]([S:25](Cl)(=[O:27])=[O:26])=[N:22][N:21]=2)=[C:16]([N+:29]([O-:31])=[O:30])[CH:15]=1. (6) Given the product [NH:17]([C:2]1[CH:3]=[CH:4][C:5]2[C:13]3[CH:8]([CH:9]([CH3:14])[CH:10]=[CH:11][CH:12]=3)[NH:7][C:6]=2[N:15]=1)[NH2:18], predict the reactants needed to synthesize it. The reactants are: Cl[C:2]1[CH:3]=[CH:4][C:5]2[C:13]3[CH:8]([CH:9]([CH3:14])[CH:10]=[CH:11][CH:12]=3)[NH:7][C:6]=2[N:15]=1.[H-].[NH2:17][NH2:18]. (7) Given the product [C:1]([O:5][C:6]([N:8]1[CH2:13][CH2:12][N:11]([CH2:17][CH3:18])[C:10](=[O:14])[CH2:9]1)=[O:7])([CH3:4])([CH3:2])[CH3:3], predict the reactants needed to synthesize it. The reactants are: [C:1]([O:5][C:6]([N:8]1[CH2:13][CH2:12][NH:11][C:10](=[O:14])[CH2:9]1)=[O:7])([CH3:4])([CH3:3])[CH3:2].[H-].[Na+].[CH2:17](I)[CH3:18].O. (8) Given the product [C:26]([C:22]1[CH:21]=[C:20]([CH:25]=[CH:24][CH:23]=1)[CH2:19][N:16]1[CH2:17][CH2:18][N:13]([C:10]2[CH:11]=[CH:12][C:7]([NH:6][C:4](=[O:5])[C:3]3[CH:28]=[CH:29][C:30]([CH3:32])=[N:31][C:2]=3[N:37]3[CH2:38][CH2:39][CH:34]([CH3:33])[CH2:35][CH2:36]3)=[CH:8][CH:9]=2)[CH2:14][CH2:15]1)#[N:27], predict the reactants needed to synthesize it. The reactants are: Cl[C:2]1[N:31]=[C:30]([CH3:32])[CH:29]=[CH:28][C:3]=1[C:4]([NH:6][C:7]1[CH:12]=[CH:11][C:10]([N:13]2[CH2:18][CH2:17][N:16]([CH2:19][C:20]3[CH:25]=[CH:24][CH:23]=[C:22]([C:26]#[N:27])[CH:21]=3)[CH2:15][CH2:14]2)=[CH:9][CH:8]=1)=[O:5].[CH3:33][CH:34]1[CH2:39][CH2:38][NH:37][CH2:36][CH2:35]1.C(OCC)(=O)C.O. (9) Given the product [NH2:1][CH:2]([C:6]1[CH:11]=[CH:10][C:9]([Cl:12])=[C:8]([CH3:13])[CH:7]=1)[CH2:3][OH:4], predict the reactants needed to synthesize it. The reactants are: [NH2:1][CH:2]([C:6]1[CH:11]=[CH:10][C:9]([Cl:12])=[C:8]([CH3:13])[CH:7]=1)[C:3](O)=[O:4].[H-].[Al+3].[Li+].[H-].[H-].[H-].